Dataset: NCI-60 drug combinations with 297,098 pairs across 59 cell lines. Task: Regression. Given two drug SMILES strings and cell line genomic features, predict the synergy score measuring deviation from expected non-interaction effect. Drug 1: C1=CC(=CC=C1CCCC(=O)O)N(CCCl)CCCl. Drug 2: CC1CCC2CC(C(=CC=CC=CC(CC(C(=O)C(C(C(=CC(C(=O)CC(OC(=O)C3CCCCN3C(=O)C(=O)C1(O2)O)C(C)CC4CCC(C(C4)OC)O)C)C)O)OC)C)C)C)OC. Cell line: SK-MEL-2. Synergy scores: CSS=11.0, Synergy_ZIP=-2.66, Synergy_Bliss=-2.90, Synergy_Loewe=-6.84, Synergy_HSA=0.587.